From a dataset of Forward reaction prediction with 1.9M reactions from USPTO patents (1976-2016). Predict the product of the given reaction. (1) Given the reactants [CH2:1]([OH:4])[CH2:2][OH:3].[H-].[Na+].[Si:7](Cl)([C:10]([CH3:13])([CH3:12])[CH3:11])([CH3:9])[CH3:8].C([O-])([O-])=O.[Na+].[Na+], predict the reaction product. The product is: [C:10]([Si:7]([CH3:9])([CH3:8])[O:3][CH2:2][CH2:1][OH:4])([CH3:13])([CH3:12])[CH3:11]. (2) Given the reactants [C:1]([OH:11])(=O)/[CH:2]=[CH:3]/[C:4]1[CH:9]=[CH:8][CH:7]=[CH:6][CH:5]=1.[CH3:12][N:13]([CH3:29])[CH:14]1[CH2:18][CH2:17][N:16]([C:19]2[S:20][C:21]3[CH:27]=[C:26]([NH2:28])[CH:25]=[CH:24][C:22]=3[N:23]=2)[CH2:15]1, predict the reaction product. The product is: [CH3:12][N:13]([CH3:29])[CH:14]1[CH2:18][CH2:17][N:16]([C:19]2[S:20][C:21]3[CH:27]=[C:26]([NH:28][C:1](=[O:11])[CH:2]=[CH:3][C:4]4[CH:5]=[CH:6][CH:7]=[CH:8][CH:9]=4)[CH:25]=[CH:24][C:22]=3[N:23]=2)[CH2:15]1. (3) Given the reactants Cl.C[N:3]([C:10]1[CH:15]=[N:14][C:13]([C:16]([F:19])([F:18])[F:17])=[CH:12][N:11]=1)[C@H:4]1[CH2:8][CH2:7][CH2:6][C@@H:5]1[NH2:9].[N:20]1[N:21]([C:25]2[C:26]([C:31]([OH:33])=O)=[N:27][CH:28]=[CH:29][CH:30]=2)[N:22]=[CH:23][CH:24]=1.[CH2:34](Cl)CCl.N1C2C(=NC=CC=2)N(O)N=1.C(N(CC)CC)C, predict the reaction product. The product is: [CH3:34][C:15]1[C:10]([NH:3][C@H:4]2[CH2:8][CH2:7][CH2:6][C@@H:5]2[NH:9][C:31]([C:26]2[C:25]([N:21]3[N:22]=[CH:23][CH:24]=[N:20]3)=[CH:30][CH:29]=[CH:28][N:27]=2)=[O:33])=[N:11][CH:12]=[C:13]([C:16]([F:17])([F:18])[F:19])[N:14]=1. (4) The product is: [CH2:9]([N:16]1[CH2:21][CH2:20][CH:19]([N:4]([CH2:3][CH2:2][OH:1])[CH2:5][CH2:6][CH2:7][OH:8])[CH2:18][CH2:17]1)[C:10]1[CH:15]=[CH:14][CH:13]=[CH:12][CH:11]=1. Given the reactants [OH:1][CH2:2][CH2:3][NH:4][CH2:5][CH2:6][CH2:7][OH:8].[CH2:9]([N:16]1[CH2:21][CH2:20][C:19](=O)[CH2:18][CH2:17]1)[C:10]1[CH:15]=[CH:14][CH:13]=[CH:12][CH:11]=1.C(O[BH-](OC(=O)C)OC(=O)C)(=O)C.[Na+].Cl.[OH-].[Na+], predict the reaction product. (5) The product is: [Cl:20][C:16]1[CH:15]=[C:14]([S:11]([NH:10][C:9]2[CH:8]=[C:7]([CH3:21])[N:6]=[C:5]3[S:22][C:2]([C:33]#[C:32][CH2:31][OH:34])=[C:3]([C:23]4[CH:28]=[CH:27][CH:26]=[C:25]([O:29][CH3:30])[CH:24]=4)[C:4]=23)(=[O:13])=[O:12])[CH:19]=[CH:18][CH:17]=1. Given the reactants Br[C:2]1[S:22][C:5]2=[N:6][C:7]([CH3:21])=[CH:8][C:9]([NH:10][S:11]([C:14]3[CH:19]=[CH:18][CH:17]=[C:16]([Cl:20])[CH:15]=3)(=[O:13])=[O:12])=[C:4]2[C:3]=1[C:23]1[CH:28]=[CH:27][CH:26]=[C:25]([O:29][CH3:30])[CH:24]=1.[CH2:31]([OH:34])[C:32]#[CH:33].C(N(CC)CC)C, predict the reaction product. (6) Given the reactants [NH2:1][C:2]1[CH:25]=[CH:24][C:5]([O:6][C:7]2[C:16]3[C:11](=[CH:12][C:13]([O:19][CH2:20][CH2:21][O:22][CH3:23])=[C:14]([C:17]#[N:18])[CH:15]=3)[N:10]=[CH:9][CH:8]=2)=[CH:4][C:3]=1[F:26].[F:27][C:28]1[CH:33]=[CH:32][CH:31]=[CH:30][C:29]=1[N:34]=[C:35]=[O:36], predict the reaction product. The product is: [C:17]([C:14]1[CH:15]=[C:16]2[C:11](=[CH:12][C:13]=1[O:19][CH2:20][CH2:21][O:22][CH3:23])[N:10]=[CH:9][CH:8]=[C:7]2[O:6][C:5]1[CH:24]=[CH:25][C:2]([NH:1][C:35]([NH:34][C:29]2[CH:30]=[CH:31][CH:32]=[CH:33][C:28]=2[F:27])=[O:36])=[C:3]([F:26])[CH:4]=1)#[N:18]. (7) Given the reactants [CH3:1][O:2][N:3]1[CH2:8][CH2:7][C:6](=O)[CH2:5][CH2:4]1.[NH2:10][C:11]1[CH:16]=[CH:15][CH:14]=[CH:13][CH:12]=1.[Cl:17][C:18]1[CH:23]=[C:22]([Cl:24])[CH:21]=[CH:20][C:19]=1[CH2:25][C:26]([OH:28])=O.[N+:29]([C:31]1[CH:36]=[CH:35][CH:34]=[CH:33][CH:32]=1)#[C-:30].C[OH:38], predict the reaction product. The product is: [Cl:17][C:18]1[CH:23]=[C:22]([Cl:24])[CH:21]=[CH:20][C:19]=1[CH2:25][C:26]([N:10]([C:6]1([C:30]([NH:29][C:31]2[CH:36]=[CH:35][CH:34]=[CH:33][CH:32]=2)=[O:38])[CH2:7][CH2:8][N:3]([O:2][CH3:1])[CH2:4][CH2:5]1)[C:11]1[CH:16]=[CH:15][CH:14]=[CH:13][CH:12]=1)=[O:28]. (8) Given the reactants [CH2:1]([C:3]1[CH:12]=[C:11]([C:13](=O)[CH3:14])[C:10]([C:16]2[CH:21]=[CH:20][CH:19]=[C:18]([F:22])[CH:17]=2)=[C:9]2[C:4]=1[CH:5]=[CH:6][CH:7]=[N:8]2)[CH3:2].C([O-])(=O)C.[NH4+].C([BH3-])#[N:29].[Na+].O1CCCC1, predict the reaction product. The product is: [CH2:1]([C:3]1[CH:12]=[C:11]([CH:13]([NH2:29])[CH3:14])[C:10]([C:16]2[CH:21]=[CH:20][CH:19]=[C:18]([F:22])[CH:17]=2)=[C:9]2[C:4]=1[CH:5]=[CH:6][CH:7]=[N:8]2)[CH3:2].